From a dataset of Reaction yield outcomes from USPTO patents with 853,638 reactions. Predict the reaction yield, written as a fraction of the theoretical maximum amount of product (1.0 means a 100% yield; for example, 0.34 means a 34% yield). (1) The yield is 0.840. The product is [O:16]=[C:14]1[NH:13][C:12]2[CH:17]=[C:8]([C:5]3([C:3]([OH:4])=[O:2])[CH2:7][CH2:6]3)[CH:9]=[CH:10][C:11]=2[O:15]1. The catalyst is CO.O. The reactants are C[O:2][C:3]([C:5]1([C:8]2[CH:9]=[CH:10][C:11]3[O:15][C:14](=[O:16])[NH:13][C:12]=3[CH:17]=2)[CH2:7][CH2:6]1)=[O:4].O[Li].O. (2) The reactants are [C:1]([C:4]1[CH:11]=[CH:10][C:7]([CH:8]=[O:9])=[CH:6][CH:5]=1)([OH:3])=[O:2].[O:12]=[O+][O-]. The catalyst is C(#N)C.O. The product is [C:8]([OH:12])(=[O:9])[C:7]1[CH:10]=[CH:11][C:4]([C:1]([OH:3])=[O:2])=[CH:5][CH:6]=1. The yield is 0.650. (3) The reactants are C(N(CC)CC)C.C1C=CC2N(O)N=NC=2C=1.Cl.[CH3:19][NH:20][O:21][CH3:22].C(Cl)CCl.[CH2:27]([O:34][C:35]([NH:37][C:38]1[CH:39]=[C:40]([CH2:44][C:45]([OH:47])=O)[CH:41]=[CH:42][CH:43]=1)=[O:36])[C:28]1[CH:33]=[CH:32][CH:31]=[CH:30][CH:29]=1. No catalyst specified. The product is [CH3:22][O:21][N:20]([CH3:19])[C:45](=[O:47])[CH2:44][C:40]1[CH:39]=[C:38]([NH:37][C:35](=[O:36])[O:34][CH2:27][C:28]2[CH:29]=[CH:30][CH:31]=[CH:32][CH:33]=2)[CH:43]=[CH:42][CH:41]=1. The yield is 0.740. (4) The reactants are [CH3:1][C:2]1[N:3]=[N:4][N:5]([CH2:7][C:8]([O:10]CC)=[O:9])[CH:6]=1.CO.[OH-].[Li+].Cl. The catalyst is O1CCCC1. The product is [CH3:1][C:2]1[N:3]=[N:4][N:5]([CH2:7][C:8]([OH:10])=[O:9])[CH:6]=1. The yield is 0.950.